This data is from Full USPTO retrosynthesis dataset with 1.9M reactions from patents (1976-2016). The task is: Predict the reactants needed to synthesize the given product. (1) The reactants are: [Cl:1][C:2]1[C:11]2[C:6](=[CH:7][C:8]([O:12]C)=[CH:9][CH:10]=2)[CH:5]=[CH:4][C:3]=1[C:14]1[CH:19]=[CH:18][C:17]([O:20]C)=[CH:16][CH:15]=1.B(Br)(Br)Br. Given the product [Cl:1][C:2]1[C:3]([C:14]2[CH:15]=[CH:16][C:17]([OH:20])=[CH:18][CH:19]=2)=[CH:4][CH:5]=[C:6]2[C:11]=1[CH:10]=[CH:9][C:8]([OH:12])=[CH:7]2, predict the reactants needed to synthesize it. (2) Given the product [C:11]([O:10][C:9](=[O:15])[NH:8][CH2:7][CH:4]1[CH2:5][CH2:6][N:1]([CH2:22][C:23]#[N:24])[CH2:2][CH2:3]1)([CH3:12])([CH3:14])[CH3:13], predict the reactants needed to synthesize it. The reactants are: [NH:1]1[CH2:6][CH2:5][CH:4]([CH2:7][NH:8][C:9](=[O:15])[O:10][C:11]([CH3:14])([CH3:13])[CH3:12])[CH2:3][CH2:2]1.C(=O)([O-])[O-].[K+].[K+].[CH3:22][CH2:23][N:24](C(C)C)C(C)C.BrCC#N. (3) Given the product [F:18][C:15]([CH3:17])([CH3:16])[CH2:14][N:13]1[C@H:11]([CH3:12])[CH2:10][C:3]2[C:4]3[C:9](=[CH:8][CH:7]=[CH:6][CH:5]=3)[NH:1][C:2]=2[C@H:19]1[C:21]1[CH:22]=[CH:23][C:24](/[CH:27]=[CH:28]/[C:29]([O:31][CH3:32])=[O:30])=[CH:25][CH:26]=1, predict the reactants needed to synthesize it. The reactants are: [NH:1]1[C:9]2[C:4](=[CH:5][CH:6]=[CH:7][CH:8]=2)[C:3]([CH2:10][C@H:11]([NH:13][CH2:14][C:15]([F:18])([CH3:17])[CH3:16])[CH3:12])=[CH:2]1.[CH:19]([C:21]1[CH:26]=[CH:25][C:24](/[CH:27]=[CH:28]/[C:29]([O:31][CH3:32])=[O:30])=[CH:23][CH:22]=1)=O.C(O)(=O)C. (4) Given the product [CH2:1]([O:8][C:9]1[C:14]([CH2:15][N:16]2[CH2:25][CH2:24][C:23]3[C:18](=[C:19]([Cl:28])[C:20]([C:40]([CH3:41])=[CH2:39])=[CH:21][C:22]=3[Cl:26])[C:17]2=[O:29])=[C:13]([CH3:30])[CH:12]=[C:11]([CH3:31])[N:10]=1)[C:2]1[CH:7]=[CH:6][CH:5]=[CH:4][CH:3]=1, predict the reactants needed to synthesize it. The reactants are: [CH2:1]([O:8][C:9]1[C:14]([CH2:15][N:16]2[CH2:25][CH2:24][C:23]3[C:18](=[C:19]([Cl:28])[C:20](Br)=[CH:21][C:22]=3[Cl:26])[C:17]2=[O:29])=[C:13]([CH3:30])[CH:12]=[C:11]([CH3:31])[N:10]=1)[C:2]1[CH:7]=[CH:6][CH:5]=[CH:4][CH:3]=1.C(N(CC)CC)C.[CH3:39][CH:40](O)[CH3:41]. (5) Given the product [Br:25][C:4]1[C:5]2[NH:9][C:8]3[CH:10]([CH2:13][C:14]([O:16][CH2:17][CH3:18])=[O:15])[CH2:11][CH2:12][C:7]=3[C:6]=2[CH:1]=[N:2][CH:3]=1, predict the reactants needed to synthesize it. The reactants are: [CH:1]1[C:6]2[C:7]3[CH2:12][CH2:11][CH:10]([CH2:13][C:14]([O:16][CH2:17][CH3:18])=[O:15])[C:8]=3[NH:9][C:5]=2[CH:4]=[CH:3][N:2]=1.N1C=CC=CC=1.[Br:25]Br.C([O-])(O)=O.[Na+]. (6) Given the product [C:1]([O:5][C:6]([N:8]1[C@H:17]([C:18](=[O:40])[NH:19][C@H:20]([C:36]([O:38][CH3:39])=[O:37])[CH2:21][C:22]2[CH:23]=[CH:24][C:25]([C:28]3[CH:33]=[CH:32][N:31]=[C:30]([CH3:34])[C:29]=3[CH3:35])=[CH:26][CH:27]=2)[CH2:16][C:15]2[CH:14]=[C:13]3[O:41][CH2:42][C@H:43]([C:45]4[CH:50]=[CH:49][CH:48]=[C:47]([O:51][CH2:57][CH:52]5[CH2:56][CH2:55][CH2:54][CH2:53]5)[CH:46]=4)[O:44][C:12]3=[CH:11][C:10]=2[CH2:9]1)=[O:7])([CH3:4])([CH3:2])[CH3:3], predict the reactants needed to synthesize it. The reactants are: [C:1]([O:5][C:6]([N:8]1[C@H:17]([C:18](=[O:40])[NH:19][C@H:20]([C:36]([O:38][CH3:39])=[O:37])[CH2:21][C:22]2[CH:27]=[CH:26][C:25]([C:28]3[CH:33]=[CH:32][N:31]=[C:30]([CH3:34])[C:29]=3[CH3:35])=[CH:24][CH:23]=2)[CH2:16][C:15]2[CH:14]=[C:13]3[O:41][CH2:42][C@H:43]([C:45]4[CH:50]=[CH:49][CH:48]=[C:47]([OH:51])[CH:46]=4)[O:44][C:12]3=[CH:11][C:10]=2[CH2:9]1)=[O:7])([CH3:4])([CH3:3])[CH3:2].[CH:52]1([CH2:57]O)[CH2:56][CH2:55][CH2:54][CH2:53]1.C1(P(C2C=CC=CC=2)C2C=CC=CC=2)C=CC=CC=1.N(C(OCC(C)C)=O)=NC(OCC(C)C)=O.